This data is from NCI-60 drug combinations with 297,098 pairs across 59 cell lines. The task is: Regression. Given two drug SMILES strings and cell line genomic features, predict the synergy score measuring deviation from expected non-interaction effect. (1) Drug 1: C1=CC(=CC=C1C#N)C(C2=CC=C(C=C2)C#N)N3C=NC=N3. Drug 2: CCCCC(=O)OCC(=O)C1(CC(C2=C(C1)C(=C3C(=C2O)C(=O)C4=C(C3=O)C=CC=C4OC)O)OC5CC(C(C(O5)C)O)NC(=O)C(F)(F)F)O. Cell line: MCF7. Synergy scores: CSS=28.4, Synergy_ZIP=4.21, Synergy_Bliss=-0.871, Synergy_Loewe=-9.54, Synergy_HSA=-8.96. (2) Drug 1: CC1=C(C=C(C=C1)NC2=NC=CC(=N2)N(C)C3=CC4=NN(C(=C4C=C3)C)C)S(=O)(=O)N.Cl. Drug 2: CN1C(=O)N2C=NC(=C2N=N1)C(=O)N. Cell line: SN12C. Synergy scores: CSS=0.730, Synergy_ZIP=-0.491, Synergy_Bliss=0.000158, Synergy_Loewe=-1.33, Synergy_HSA=0.281. (3) Drug 1: C1=C(C(=O)NC(=O)N1)N(CCCl)CCCl. Drug 2: C1CCC(C(C1)N)N.C(=O)(C(=O)[O-])[O-].[Pt+4]. Cell line: MALME-3M. Synergy scores: CSS=15.3, Synergy_ZIP=-6.98, Synergy_Bliss=1.97, Synergy_Loewe=-0.649, Synergy_HSA=4.92. (4) Drug 1: C(=O)(N)NO. Drug 2: C(CCl)NC(=O)N(CCCl)N=O. Cell line: RXF 393. Synergy scores: CSS=-5.72, Synergy_ZIP=4.14, Synergy_Bliss=5.68, Synergy_Loewe=-5.70, Synergy_HSA=-4.15. (5) Drug 1: CCCS(=O)(=O)NC1=C(C(=C(C=C1)F)C(=O)C2=CNC3=C2C=C(C=N3)C4=CC=C(C=C4)Cl)F. Drug 2: CN(CCCl)CCCl.Cl. Cell line: OVCAR3. Synergy scores: CSS=8.34, Synergy_ZIP=-2.53, Synergy_Bliss=-0.0435, Synergy_Loewe=-2.68, Synergy_HSA=-2.70. (6) Drug 1: CCN(CC)CCNC(=O)C1=C(NC(=C1C)C=C2C3=C(C=CC(=C3)F)NC2=O)C. Drug 2: CC1C(C(CC(O1)OC2CC(OC(C2O)C)OC3=CC4=CC5=C(C(=O)C(C(C5)C(C(=O)C(C(C)O)O)OC)OC6CC(C(C(O6)C)O)OC7CC(C(C(O7)C)O)OC8CC(C(C(O8)C)O)(C)O)C(=C4C(=C3C)O)O)O)O. Cell line: UACC-257. Synergy scores: CSS=33.0, Synergy_ZIP=1.98, Synergy_Bliss=3.71, Synergy_Loewe=1.51, Synergy_HSA=1.81. (7) Drug 1: C1CN(CCN1C(=O)CCBr)C(=O)CCBr. Drug 2: CCC1(C2=C(COC1=O)C(=O)N3CC4=CC5=C(C=CC(=C5CN(C)C)O)N=C4C3=C2)O.Cl. Cell line: SR. Synergy scores: CSS=81.3, Synergy_ZIP=-0.828, Synergy_Bliss=-0.950, Synergy_Loewe=0.971, Synergy_HSA=2.95. (8) Drug 1: CN1C(=O)N2C=NC(=C2N=N1)C(=O)N. Drug 2: CN(C(=O)NC(C=O)C(C(C(CO)O)O)O)N=O. Cell line: OVCAR3. Synergy scores: CSS=2.45, Synergy_ZIP=5.77, Synergy_Bliss=6.16, Synergy_Loewe=-1.29, Synergy_HSA=0.766. (9) Drug 1: CC1=C(C=C(C=C1)NC2=NC=CC(=N2)N(C)C3=CC4=NN(C(=C4C=C3)C)C)S(=O)(=O)N.Cl. Drug 2: CC(CN1CC(=O)NC(=O)C1)N2CC(=O)NC(=O)C2. Cell line: 786-0. Synergy scores: CSS=10.6, Synergy_ZIP=-4.70, Synergy_Bliss=3.40, Synergy_Loewe=2.12, Synergy_HSA=3.68.